This data is from Catalyst prediction with 721,799 reactions and 888 catalyst types from USPTO. The task is: Predict which catalyst facilitates the given reaction. (1) The catalyst class is: 5. Product: [CH:26]1[C:27]2[C:22](=[C:21]([S:18]([NH:17][CH2:16][C:12]3[CH:13]=[CH:14][CH:15]=[C:10]([CH2:9][NH2:8])[CH:11]=3)(=[O:19])=[O:20])[CH:30]=[CH:29][CH:28]=2)[CH:23]=[CH:24][N:25]=1. Reactant: C(OC([NH:8][CH2:9][C:10]1[CH:15]=[CH:14][CH:13]=[C:12]([CH2:16][NH:17][S:18]([C:21]2[CH:30]=[CH:29][CH:28]=[C:27]3[C:22]=2[CH:23]=[CH:24][N:25]=[CH:26]3)(=[O:20])=[O:19])[CH:11]=1)=O)(C)(C)C.Cl. (2) Reactant: NC1C=CC=CC=1.C(=O)([O-])[O-].[K+].[K+].C(O)C.[I-].[CH2:18]([N+:25]1(C)[CH2:30][CH2:29][C:28](=[O:31])[CH2:27][CH2:26]1)[C:19]1[CH:24]=[CH:23][CH:22]=[CH:21]C=1. Product: [C:18]1([N:25]2[CH2:26][CH2:27][C:28](=[O:31])[CH2:29][CH2:30]2)[CH:19]=[CH:24][CH:23]=[CH:22][CH:21]=1. The catalyst class is: 6. (3) Reactant: [CH3:1][C@@H:2]1[NH:7][CH2:6][CH2:5][N:4]([C:8]([O:10][C:11]([CH3:14])([CH3:13])[CH3:12])=[O:9])[CH2:3]1.[Cl:15][C:16]1[CH:21]=[C:20]([N+:22]([O-:24])=[O:23])[CH:19]=[CH:18][C:17]=1F.C(N(CC)CC)C.CCOC(C)=O. Product: [Cl:15][C:16]1[CH:21]=[C:20]([N+:22]([O-:24])=[O:23])[CH:19]=[CH:18][C:17]=1[N:7]1[CH2:6][CH2:5][N:4]([C:8]([O:10][C:11]([CH3:13])([CH3:12])[CH3:14])=[O:9])[CH2:3][C@@H:2]1[CH3:1]. The catalyst class is: 2.